This data is from Reaction yield outcomes from USPTO patents with 853,638 reactions. The task is: Predict the reaction yield, written as a fraction of the theoretical maximum amount of product (1.0 means a 100% yield; for example, 0.34 means a 34% yield). (1) The reactants are [Cl:1][C:2]([Cl:11])([Cl:10])[C:3]([C:5]1[NH:6][CH:7]=[CH:8][CH:9]=1)=[O:4].[Br:12]Br.O. The catalyst is C(Cl)(Cl)Cl. The product is [Br:12][C:8]1[CH:9]=[C:5]([C:3](=[O:4])[C:2]([Cl:1])([Cl:10])[Cl:11])[NH:6][CH:7]=1. The yield is 0.930. (2) The reactants are [CH2:1]([N:8]1[C:16]2[C:11](=[CH:12][CH:13]=[CH:14][CH:15]=2)[C:10]([C:17]2[O:18][C:19]([C:22]([O:24]C)=[O:23])=[CH:20][CH:21]=2)=[N:9]1)[C:2]1[CH:7]=[CH:6][CH:5]=[CH:4][CH:3]=1.[OH-].[K+].CO.Cl. The catalyst is O. The product is [CH2:1]([N:8]1[C:16]2[C:11](=[CH:12][CH:13]=[CH:14][CH:15]=2)[C:10]([C:17]2[O:18][C:19]([C:22]([OH:24])=[O:23])=[CH:20][CH:21]=2)=[N:9]1)[C:2]1[CH:7]=[CH:6][CH:5]=[CH:4][CH:3]=1. The yield is 0.830.